Predict the product of the given reaction. From a dataset of Forward reaction prediction with 1.9M reactions from USPTO patents (1976-2016). (1) Given the reactants [OH:1][CH2:2][C:3]([C:5]1[C:13]2[C:8](=[CH:9][CH:10]=[CH:11][CH:12]=2)[NH:7][CH:6]=1)=[O:4].C(C1C2C(=CC=C(OC(F)(F)F)C=2)N([CH2:31][C:32]([OH:34])=[O:33])C=1)(=O)C, predict the reaction product. The product is: [OH:1][CH2:2][C:3]([C:5]1[C:13]2[C:8](=[CH:9][CH:10]=[CH:11][CH:12]=2)[N:7]([CH2:31][C:32]([OH:34])=[O:33])[CH:6]=1)=[O:4]. (2) Given the reactants COC1C=C(OC)C=CC=1C[N:6]1[C:15]2[CH:14]=[C:13](B3OC(C)(C)C(C)(C)O3)[CH:12]=[CH:11][C:10]=2[C:9]2[N:25]([CH:28]3[CH2:32][CH2:31][O:30][CH2:29]3)[N:26]=[CH:27][C:8]=2[C:7]1=[O:33].Cl.O1CC(NN)COCC1.Br[C:51]1[C:56]([CH3:57])=[CH:55][N:54]=[C:53]([O:58][CH3:59])[C:52]=1[CH3:60].C(=O)([O-])[O-].[Cs+].[Cs+], predict the reaction product. The product is: [CH3:59][O:58][C:53]1[C:52]([CH3:60])=[C:51]([C:13]2[CH:12]=[CH:11][C:10]3[C:9]4[N:25]([CH:28]5[CH2:32][CH2:31][O:30][CH2:29]5)[N:26]=[CH:27][C:8]=4[C:7](=[O:33])[NH:6][C:15]=3[CH:14]=2)[C:56]([CH3:57])=[CH:55][N:54]=1. (3) Given the reactants [N+:1]([C:4]1[CH:11]=[CH:10][C:7]([CH2:8][Cl:9])=[CH:6][CH:5]=1)([O-])=O.O.[O-2].[O-2].[O-2].O=[Si]=O.O=[Si]=O.O=[Si]=O.O=[Si]=O.[Al+3].[Al+3].NN, predict the reaction product. The product is: [NH2:1][C:4]1[CH:11]=[CH:10][C:7]([CH2:8][Cl:9])=[CH:6][CH:5]=1. (4) Given the reactants [CH3:1][O:2][C:3]1[CH:4]=[C:5]2[C:10](=[CH:11][C:12]=1[O:13][CH3:14])[N:9]=[CH:8][CH:7]=[C:6]2[O:15][C:16]1[CH:22]=[CH:21][C:19]([NH2:20])=[C:18]([F:23])[CH:17]=1.C(N(CC)CC)C.[Cl:31]C(Cl)(O[C:35](=[O:41])OC(Cl)(Cl)Cl)Cl.[NH2:43][C:44]1[S:45][CH:46]=[CH:47][N:48]=1, predict the reaction product. The product is: [ClH:31].[CH3:1][O:2][C:3]1[CH:4]=[C:5]2[C:10](=[CH:11][C:12]=1[O:13][CH3:14])[N:9]=[CH:8][CH:7]=[C:6]2[O:15][C:16]1[CH:22]=[CH:21][C:19]([NH:20][C:35]([NH:43][C:44]2[S:45][CH:46]=[CH:47][N:48]=2)=[O:41])=[C:18]([F:23])[CH:17]=1. (5) Given the reactants Br[C:2]1[C:10]2[C:5](=[CH:6][CH:7]=[C:8]([CH:11]=[O:12])[CH:9]=2)[N:4]([CH2:13][C:14]2[CH:19]=[CH:18][C:17]([Cl:20])=[CH:16][C:15]=2[C:21]([F:24])([F:23])[F:22])[N:3]=1.[F:25][C:26]1[CH:31]=[CH:30][C:29](B(O)O)=[CH:28][CH:27]=1.C(=O)([O-])[O-].[Na+].[Na+], predict the reaction product. The product is: [Cl:20][C:17]1[CH:18]=[CH:19][C:14]([CH2:13][N:4]2[C:5]3[C:10](=[CH:9][C:8]([CH:11]=[O:12])=[CH:7][CH:6]=3)[C:2]([C:29]3[CH:30]=[CH:31][C:26]([F:25])=[CH:27][CH:28]=3)=[N:3]2)=[C:15]([C:21]([F:24])([F:23])[F:22])[CH:16]=1. (6) Given the reactants [F:1][C:2]([F:17])([F:16])[C:3]1[CH:4]=[C:5]([C:9]2[N:10]=[C:11]([CH2:14]O)[S:12][CH:13]=2)[CH:6]=[CH:7][CH:8]=1.S(Cl)([Cl:20])=O, predict the reaction product. The product is: [Cl:20][CH2:14][C:11]1[S:12][CH:13]=[C:9]([C:5]2[CH:6]=[CH:7][CH:8]=[C:3]([C:2]([F:17])([F:16])[F:1])[CH:4]=2)[N:10]=1.